From a dataset of Forward reaction prediction with 1.9M reactions from USPTO patents (1976-2016). Predict the product of the given reaction. Given the reactants [OH:1][C:2]1[CH:10]=[CH:9][C:5]2[N:6]=[CH:7][S:8][C:4]=2[CH:3]=1.[I:11]I.S([O-])([O-])=O.[Na+].[Na+], predict the reaction product. The product is: [OH:1][C:2]1[CH:10]=[CH:9][C:5]2[N:6]=[CH:7][S:8][C:4]=2[C:3]=1[I:11].